From a dataset of Peptide-MHC class II binding affinity with 134,281 pairs from IEDB. Regression. Given a peptide amino acid sequence and an MHC pseudo amino acid sequence, predict their binding affinity value. This is MHC class II binding data. (1) The peptide sequence is INKGILVTVNPIAST. The MHC is DRB1_0701 with pseudo-sequence DRB1_0701. The binding affinity (normalized) is 0.695. (2) The peptide sequence is SYVHVNGAKFIDTQN. The MHC is DRB1_0301 with pseudo-sequence DRB1_0301. The binding affinity (normalized) is 0.169. (3) The peptide sequence is FDLEMLGDVESPS. The MHC is DRB1_0404 with pseudo-sequence DRB1_0404. The binding affinity (normalized) is 0.851. (4) The peptide sequence is ITAMSEVQKVSQPAT. The MHC is DRB1_0301 with pseudo-sequence DRB1_0301. The binding affinity (normalized) is 0.0517. (5) The peptide sequence is APTGMFVAAAKYMVI. The MHC is DRB1_0101 with pseudo-sequence DRB1_0101. The binding affinity (normalized) is 0.695. (6) The peptide sequence is PIYIVTPTNASHIQS. The MHC is HLA-DPA10103-DPB10401 with pseudo-sequence HLA-DPA10103-DPB10401. The binding affinity (normalized) is 0.152. (7) The peptide sequence is RGWGNGCGLFGKGSI. The MHC is DRB1_0401 with pseudo-sequence DRB1_0401. The binding affinity (normalized) is 0.0136. (8) The peptide sequence is SQDLELSWNLCGLQAY. The MHC is DRB1_0401 with pseudo-sequence DRB1_0401. The binding affinity (normalized) is 0.625. (9) The peptide sequence is CGHGNKSSGPNELGRFKH. The MHC is DRB1_1101 with pseudo-sequence DRB1_1101. The binding affinity (normalized) is 0.